From a dataset of Forward reaction prediction with 1.9M reactions from USPTO patents (1976-2016). Predict the product of the given reaction. (1) Given the reactants [CH2:1]([C:3]([C:21]1[CH:26]=[CH:25][C:24](OS(C(F)(F)F)(=O)=O)=[C:23]([CH3:35])[CH:22]=1)([C:6]1[CH:11]=[CH:10][C:9](/[CH:12]=[CH:13]/[C:14]2([OH:19])[CH2:18][CH2:17][CH2:16][CH2:15]2)=[C:8]([CH3:20])[CH:7]=1)[CH2:4][CH3:5])[CH3:2].C([O-])(=O)C.[K+].[B:50]1([B:50]2[O:54][C:53]([CH3:56])([CH3:55])[C:52]([CH3:58])([CH3:57])[O:51]2)[O:54][C:53]([CH3:56])([CH3:55])[C:52]([CH3:58])([CH3:57])[O:51]1.O, predict the reaction product. The product is: [CH2:1]([C:3]([C:6]1[CH:11]=[CH:10][C:9](/[CH:12]=[CH:13]/[C:14]2([OH:19])[CH2:15][CH2:16][CH2:17][CH2:18]2)=[C:8]([CH3:20])[CH:7]=1)([C:21]1[CH:26]=[CH:25][C:24]([B:50]2[O:51][C:52]([CH3:57])([CH3:58])[C:53]([CH3:55])([CH3:56])[O:54]2)=[C:23]([CH3:35])[CH:22]=1)[CH2:4][CH3:5])[CH3:2]. (2) Given the reactants [CH2:1]([C:3]1[CH:4]=[C:5]2[C:10](=[CH:11][C:12]=1[OH:13])[O:9][CH:8]([C:14]([F:17])([F:16])[F:15])[C:7]([C:18]([O:20]CC)=[O:19])=[CH:6]2)[CH3:2].C(O)C.O.[OH-].[Li+].Cl, predict the reaction product. The product is: [CH2:1]([C:3]1[CH:4]=[C:5]2[C:10](=[CH:11][C:12]=1[OH:13])[O:9][CH:8]([C:14]([F:15])([F:16])[F:17])[C:7]([C:18]([OH:20])=[O:19])=[CH:6]2)[CH3:2]. (3) Given the reactants Cl[C:2]1[C:11]2[C:6](=[CH:7][C:8]([O:14][CH2:15][CH2:16][CH2:17][N:18]3[CH2:23][CH2:22][N:21]([CH3:24])[CH2:20][C:19]3=[O:25])=[C:9]([O:12][CH3:13])[CH:10]=2)[N:5]=[CH:4][N:3]=1.[Cl:26][C:27]1[CH:35]=[C:34]([C:36]#[C:37][C:38]2[CH:43]=[CH:42][CH:41]=[CH:40][N:39]=2)[C:30]2[O:31][CH2:32][O:33][C:29]=2[C:28]=1[NH2:44].C[Si]([N-][Si](C)(C)C)(C)C.[Na+], predict the reaction product. The product is: [Cl:26][C:27]1[CH:35]=[C:34]([C:36]#[C:37][C:38]2[CH:43]=[CH:42][CH:41]=[CH:40][N:39]=2)[C:30]2[O:31][CH2:32][O:33][C:29]=2[C:28]=1[NH:44][C:2]1[C:11]2[C:6](=[CH:7][C:8]([O:14][CH2:15][CH2:16][CH2:17][N:18]3[CH2:23][CH2:22][N:21]([CH3:24])[CH2:20][C:19]3=[O:25])=[C:9]([O:12][CH3:13])[CH:10]=2)[N:5]=[CH:4][N:3]=1. (4) Given the reactants [CH:1](NC(C)C)(C)C.[Li]CCCC.[F:13][C:14]([F:26])([F:25])[CH:15]1[CH2:20][CH2:19][CH:18]([C:21]([O:23][CH3:24])=[O:22])[CH2:17][CH2:16]1.CI, predict the reaction product. The product is: [CH3:1][C:18]1([C:21]([O:23][CH3:24])=[O:22])[CH2:17][CH2:16][CH:15]([C:14]([F:25])([F:26])[F:13])[CH2:20][CH2:19]1. (5) Given the reactants C1(C)C=CC(S([Cl:10])(=O)=O)=CC=1.[Cl:12][C:13]1[CH:14]=[C:15]2[C:19](=[CH:20][CH:21]=1)[NH:18][C:17]([C:22]([NH:24][CH:25]1[CH2:34][C:33]3[C:28](=[CH:29][CH:30]=[CH:31][CH:32]=3)[N:27]([CH2:35][CH2:36]O)[C:26]1=[O:38])=[O:23])=[CH:16]2, predict the reaction product. The product is: [Cl:12][C:13]1[CH:14]=[C:15]2[C:19](=[CH:20][CH:21]=1)[NH:18][C:17]([C:22]([NH:24][CH:25]1[CH2:34][C:33]3[C:28](=[CH:29][CH:30]=[CH:31][CH:32]=3)[N:27]([CH2:35][CH2:36][Cl:10])[C:26]1=[O:38])=[O:23])=[CH:16]2. (6) Given the reactants [OH-].[Na+].[CH3:3][C@H:4]1[CH2:9][CH2:8][N:7]([C:10]([O:12][C:13]([CH3:16])([CH3:15])[CH3:14])=[O:11])[CH2:6][C@H:5]1[C:17]([O:19]CC)=[O:18], predict the reaction product. The product is: [C:13]([O:12][C:10]([N:7]1[CH2:8][CH2:9][C@H:4]([CH3:3])[C@H:5]([C:17]([OH:19])=[O:18])[CH2:6]1)=[O:11])([CH3:14])([CH3:15])[CH3:16]. (7) Given the reactants Br[C:2]1[CH:3]=[C:4]([NH:8][CH2:9][C:10]2[CH:15]=[CH:14][C:13]([O:16][CH:17]([CH3:19])[CH3:18])=[C:12]([O:20][CH:21]([CH3:23])[CH3:22])[CH:11]=2)[CH:5]=[N:6][CH:7]=1.N1[CH:28]=[CH:27][C:26](B(O)O)=[CH:25]1.C(#N)C.C(=O)([O-])[O-:36].[Na+].[Na+], predict the reaction product. The product is: [CH:21]([O:20][C:12]1[CH:11]=[C:10]([CH:15]=[CH:14][C:13]=1[O:16][CH:17]([CH3:19])[CH3:18])[CH2:9][NH:8][C:4]1[CH:5]=[N:6][CH:7]=[C:2]([C:26]2[CH:27]=[CH:28][O:36][CH:25]=2)[CH:3]=1)([CH3:23])[CH3:22].